This data is from Full USPTO retrosynthesis dataset with 1.9M reactions from patents (1976-2016). The task is: Predict the reactants needed to synthesize the given product. (1) Given the product [C:11]([O:15][C:16]([N:18]1[CH2:23][CH2:22][CH:21]([C:24](=[O:31])[CH:25]([CH3:30])[C:26](=[O:29])[CH2:27][CH3:28])[CH2:20][CH2:19]1)=[O:17])([CH3:13])([CH3:12])[CH3:14], predict the reactants needed to synthesize it. The reactants are: C(Cl)(=O)C(Cl)=O.CS(C)=O.[C:11]([O:15][C:16]([N:18]1[CH2:23][CH2:22][CH:21]([CH:24]([OH:31])[CH:25]([CH3:30])[C:26](=[O:29])[CH2:27][CH3:28])[CH2:20][CH2:19]1)=[O:17])([CH3:14])([CH3:13])[CH3:12].C(N(CC)C(C)C)(C)C. (2) The reactants are: [CH2:1]([N:8]1[C:16]2[C:11](=[CH:12][CH:13]=[C:14]([C:17]3[CH:22]=[CH:21][C:20]([O:23][C:24]([F:27])([F:26])[F:25])=[CH:19][CH:18]=3)[CH:15]=2)[C:10]([C:28](=[O:34])[C:29]([O:31]CC)=[O:30])=[CH:9]1)[C:2]1[CH:7]=[CH:6][CH:5]=[CH:4][CH:3]=1.[OH-].[K+].Cl. Given the product [CH2:1]([N:8]1[C:16]2[C:11](=[CH:12][CH:13]=[C:14]([C:17]3[CH:22]=[CH:21][C:20]([O:23][C:24]([F:27])([F:25])[F:26])=[CH:19][CH:18]=3)[CH:15]=2)[C:10]([C:28](=[O:34])[C:29]([OH:31])=[O:30])=[CH:9]1)[C:2]1[CH:3]=[CH:4][CH:5]=[CH:6][CH:7]=1, predict the reactants needed to synthesize it.